Dataset: Full USPTO retrosynthesis dataset with 1.9M reactions from patents (1976-2016). Task: Predict the reactants needed to synthesize the given product. Given the product [C:1]([N:23]1[CH2:24][CH2:25][C:18]2([C:17](=[O:26])[N:16]([CH:10]3[CH2:15][CH2:14][CH2:13][CH2:12][CH2:11]3)[CH2:20][CH2:19]2)[CH2:21][CH2:22]1)(=[O:8])[C:2]1[CH:7]=[CH:6][CH:5]=[CH:4][CH:3]=1, predict the reactants needed to synthesize it. The reactants are: [C:1](Cl)(=[O:8])[C:2]1[CH:7]=[CH:6][CH:5]=[CH:4][CH:3]=1.[CH:10]1([N:16]2[CH2:20][CH2:19][C:18]3([CH2:25][CH2:24][NH:23][CH2:22][CH2:21]3)[C:17]2=[O:26])[CH2:15][CH2:14][CH2:13][CH2:12][CH2:11]1.C(N(CC)C(C)C)(C)C.C(O)(C(F)(F)F)=O.